Dataset: Reaction yield outcomes from USPTO patents with 853,638 reactions. Task: Predict the reaction yield, written as a fraction of the theoretical maximum amount of product (1.0 means a 100% yield; for example, 0.34 means a 34% yield). (1) The product is [OH:7][CH2:8][C:9]1[N:10]=[CH:11][C:12]2[N:13]([C:15]([C:19]3[C:20](=[O:34])[NH:21][C:22](=[O:33])[C:23]=3[C:24]3[C:32]4[C:27](=[CH:28][CH:29]=[CH:30][CH:31]=4)[NH:26][CH:25]=3)=[C:16]([CH3:18])[N:17]=2)[CH:14]=1. The reactants are Cl.C([SiH2][O:7][C:8](C1C=CC=CC=1)(C1C=CC=CC=1)[C:9]1[N:10]=[CH:11][C:12]2[N:13]([C:15]([C:19]3[C:20](=[O:34])[NH:21][C:22](=[O:33])[C:23]=3[C:24]3[C:32]4[C:27](=[CH:28][CH:29]=[CH:30][CH:31]=4)[NH:26][CH:25]=3)=[C:16]([CH3:18])[N:17]=2)[CH:14]=1)(C)(C)C. The yield is 0.680. The catalyst is O1CCOCC1. (2) The reactants are CO[C:3](=[O:25])[C:4]1[CH:9]=[C:8]([CH2:10][CH2:11][CH2:12][O:13]C2CCCCO2)[C:7]([C:20]([F:23])([F:22])[F:21])=[CH:6][C:5]=1[NH2:24].CC[N:28]([CH2:31]C)CC.[CH3:33][S:34]([NH:37]N)(=[O:36])=[O:35].[OH-:39].[Na+].Cl. The catalyst is C1COCC1.CCOC(C)=O. The product is [OH:13][CH2:12][CH2:11][CH2:10][C:8]1[CH:9]=[C:4]2[C:5](=[CH:6][C:7]=1[C:20]([F:21])([F:22])[F:23])[NH:24][C:31](=[O:39])[N:28]([NH:37][S:34]([CH3:33])(=[O:36])=[O:35])[C:3]2=[O:25]. The yield is 0.0900.